Predict the product of the given reaction. From a dataset of Forward reaction prediction with 1.9M reactions from USPTO patents (1976-2016). (1) Given the reactants N(C(N1CCCCC1)=O)=NC(N1CCCCC1)=O.[OH:19][CH2:20][C:21]1[CH:30]=[CH:29][CH:28]=[C:27]2[C:22]=1[CH2:23][CH2:24][CH2:25][N:26]2[C:31]([O:33][C:34]([CH3:37])([CH3:36])[CH3:35])=[O:32].[F:38][C:39]1[CH:44]=[C:43](O)[CH:42]=[CH:41][C:40]=1[CH2:46][CH2:47][C:48]([O:50][CH2:51][CH3:52])=[O:49].C(P(CCCC)CCCC)CCC, predict the reaction product. The product is: [CH2:51]([O:50][C:48](=[O:49])[CH2:47][CH2:46][C:40]1[CH:41]=[CH:42][C:43]([O:19][CH2:20][C:21]2[CH:30]=[CH:29][CH:28]=[C:27]3[C:22]=2[CH2:23][CH2:24][CH2:25][N:26]3[C:31]([O:33][C:34]([CH3:37])([CH3:36])[CH3:35])=[O:32])=[CH:44][C:39]=1[F:38])[CH3:52]. (2) Given the reactants C([NH:8][C@H:9]1[CH2:14][CH2:13][N:12]([C:15]([O:17][C:18]([CH3:21])([CH3:20])[CH3:19])=[O:16])[CH2:11][C@H:10]1[O:22][CH2:23][CH:24]=[CH2:25])C1C=CC=CC=1.C([O-])=O.[NH4+], predict the reaction product. The product is: [NH2:8][C@H:9]1[CH2:14][CH2:13][N:12]([C:15]([O:17][C:18]([CH3:19])([CH3:20])[CH3:21])=[O:16])[CH2:11][C@H:10]1[O:22][CH2:23][CH2:24][CH3:25]. (3) Given the reactants [NH2:1][C:2]1[N:10]=[CH:9][CH:8]=[CH:7][C:3]=1[C:4]([OH:6])=O.ON1C2C=CC=CC=2N=N1.CCN=C=NCCCN(C)C.[F:32][C:33]1[CH:40]=[CH:39][C:36]([CH2:37][NH2:38])=[CH:35][C:34]=1[O:41][C:42]1[CH:47]=[CH:46][CH:45]=[CH:44][CH:43]=1, predict the reaction product. The product is: [F:32][C:33]1[CH:40]=[CH:39][C:36]([CH2:37][NH:38][C:4](=[O:6])[C:3]2[CH:7]=[CH:8][CH:9]=[N:10][C:2]=2[NH2:1])=[CH:35][C:34]=1[O:41][C:42]1[CH:43]=[CH:44][CH:45]=[CH:46][CH:47]=1. (4) Given the reactants [CH3:1][O:2][C:3]1[CH:4]=[C:5]([CH:9]=[CH:10][C:11]=1[CH3:12])[C:6]([OH:8])=O.CN(C(ON1N=NC2C=CC=NC1=2)=[N+](C)C)C.F[P-](F)(F)(F)(F)F.CCN(C(C)C)C(C)C.[I-].[CH2:47]([N+:51]1[N:55]=[C:54]([CH3:56])[S:53][C:52]=1[CH3:57])[CH2:48][CH2:49][CH3:50], predict the reaction product. The product is: [CH2:47]([N:51]1[N:55]=[C:54]([CH3:56])[S:53]/[C:52]/1=[CH:57]\[C:6]([C:5]1[CH:9]=[CH:10][C:11]([CH3:12])=[C:3]([O:2][CH3:1])[CH:4]=1)=[O:8])[CH2:48][CH2:49][CH3:50]. (5) Given the reactants [C:1]([OH:12])(=[O:11])[C:2]1[CH:10]=[CH:9][C:5]([C:6]([OH:8])=[O:7])=[CH:4][CH:3]=1, predict the reaction product. The product is: [OH:7][CH2:6][CH2:5][O:7][C:6](=[O:8])[C:5]1[CH:9]=[CH:10][C:2]([C:1]([O:12][CH2:2][CH2:1][OH:11])=[O:11])=[CH:3][CH:4]=1. (6) Given the reactants Br[C:2]1[CH:3]=[C:4]([C:16]([O:18][CH3:19])=[O:17])[C:5]([O:8][CH2:9][CH2:10][N:11]2[CH:15]=[CH:14][N:13]=[CH:12]2)=[N:6][CH:7]=1.[B:20]1(B2OC(C)(C)C(C)(C)O2)[O:24]C(C)(C)C(C)(C)[O:21]1.C([O-])(=O)C.[K+], predict the reaction product. The product is: [N:11]1([CH2:10][CH2:9][O:8][C:5]2[N:6]=[CH:7][C:2]([B:20]([OH:24])[OH:21])=[CH:3][C:4]=2[C:16]([O:18][CH3:19])=[O:17])[CH:15]=[CH:14][N:13]=[CH:12]1. (7) Given the reactants [N+:1]([C:4]1[CH:9]=[CH:8][C:7]([CH:10]2[CH2:13][N:12]([C:14](=O)[CH2:15][CH3:16])[CH2:11]2)=[CH:6][CH:5]=1)([O-])=O.NC1C=CC=CC=1.N1C=CC=CC=1.[CH:31]([C:34]1[CH:39]=[CH:38][C:37]([S:40](Cl)(=[O:42])=[O:41])=[CH:36][CH:35]=1)([CH3:33])[CH3:32], predict the reaction product. The product is: [CH:31]([C:34]1[CH:39]=[CH:38][C:37]([S:40]([NH:1][C:4]2[CH:9]=[CH:8][C:7]([CH:10]3[CH2:13][N:12]([CH2:14][CH2:15][CH3:16])[CH2:11]3)=[CH:6][CH:5]=2)(=[O:42])=[O:41])=[CH:36][CH:35]=1)([CH3:33])[CH3:32]. (8) Given the reactants [F:1][C@@H:2]1[C@H:8]([NH:9]C(=O)OC(C)(C)C)[CH2:7][CH2:6][C@@H:5]([C:17]2[N:21]([CH3:22])[N:20]=[CH:19][C:18]=2[N+:23]([O-])=O)[O:4][CH2:3]1.[F:26][C:27]1[CH:32]=[C:31]([C:33]2([O:37][CH3:38])[CH2:36][O:35][CH2:34]2)[CH:30]=[C:29]([F:39])[C:28]=1[C:40]1[N:45]=[C:44]([C:46](O)=[O:47])[CH:43]=[CH:42][C:41]=1[F:49], predict the reaction product. The product is: [NH2:9][C@H:8]1[C@@H:2]([F:1])[CH2:3][O:4][C@H:5]([C:17]2[N:21]([CH3:22])[N:20]=[CH:19][C:18]=2[NH:23][C:46](=[O:47])[C:44]2[CH:43]=[CH:42][C:41]([F:49])=[C:40]([C:28]3[C:29]([F:39])=[CH:30][C:31]([C:33]4([O:37][CH3:38])[CH2:36][O:35][CH2:34]4)=[CH:32][C:27]=3[F:26])[N:45]=2)[CH2:6][CH2:7]1.